This data is from Full USPTO retrosynthesis dataset with 1.9M reactions from patents (1976-2016). The task is: Predict the reactants needed to synthesize the given product. (1) Given the product [CH2:17]([O:16][C:14](=[O:15])[CH2:13][CH2:12][NH:1][C:2]1[CH:3]=[C:4]2[C:8](=[CH:9][CH:10]=1)[CH2:7][CH2:6][CH2:5]2)[CH3:18], predict the reactants needed to synthesize it. The reactants are: [NH2:1][C:2]1[CH:3]=[C:4]2[C:8](=[CH:9][CH:10]=1)[CH2:7][CH2:6][CH2:5]2.Cl[CH2:12][CH2:13][C:14]([O:16][CH2:17][CH3:18])=[O:15].C(=O)([O-])[O-].[K+].[K+]. (2) Given the product [Br:14][CH2:2][C:3]1[CH:4]=[C:5]([S:9]([NH2:12])(=[O:11])=[O:10])[CH:6]=[CH:7][CH:8]=1, predict the reactants needed to synthesize it. The reactants are: O[CH2:2][C:3]1[CH:4]=[C:5]([S:9]([NH2:12])(=[O:11])=[O:10])[CH:6]=[CH:7][CH:8]=1.P(Br)(Br)[Br:14].O.C(=O)([O-])O.[Na+].